From a dataset of Full USPTO retrosynthesis dataset with 1.9M reactions from patents (1976-2016). Predict the reactants needed to synthesize the given product. Given the product [Br:1][C:2]1[CH:3]=[C:4]([NH2:11])[CH:5]=[C:6]2[C:10]=1[NH:9][N:8]=[CH:7]2, predict the reactants needed to synthesize it. The reactants are: [Br:1][C:2]1[CH:3]=[C:4]([N+:11]([O-])=O)[CH:5]=[C:6]2[C:10]=1[NH:9][N:8]=[CH:7]2.CO.